Task: Regression. Given two drug SMILES strings and cell line genomic features, predict the synergy score measuring deviation from expected non-interaction effect.. Dataset: Merck oncology drug combination screen with 23,052 pairs across 39 cell lines (1) Drug 1: CCN(CC)CCNC(=O)c1c(C)[nH]c(C=C2C(=O)Nc3ccc(F)cc32)c1C. Drug 2: CCC1(O)C(=O)OCc2c1cc1n(c2=O)Cc2cc3c(CN(C)C)c(O)ccc3nc2-1. Cell line: VCAP. Synergy scores: synergy=6.64. (2) Drug 1: CC(=O)OC1C(=O)C2(C)C(O)CC3OCC3(OC(C)=O)C2C(OC(=O)c2ccccc2)C2(O)CC(OC(=O)C(O)C(NC(=O)c3ccccc3)c3ccccc3)C(C)=C1C2(C)C. Drug 2: NC(=O)c1cccc2cn(-c3ccc(C4CCCNC4)cc3)nc12. Cell line: EFM192B. Synergy scores: synergy=-20.7. (3) Drug 1: NC1(c2ccc(-c3nc4ccn5c(=O)[nH]nc5c4cc3-c3ccccc3)cc2)CCC1. Drug 2: NC1CCCCC1N.O=C(O)C(=O)O.[Pt+2]. Cell line: MDAMB436. Synergy scores: synergy=-15.4. (4) Drug 1: O=S1(=O)NC2(CN1CC(F)(F)F)C1CCC2Cc2cc(C=CCN3CCC(C(F)(F)F)CC3)ccc2C1. Drug 2: O=P1(N(CCCl)CCCl)NCCCO1. Cell line: A427. Synergy scores: synergy=5.35. (5) Drug 1: Nc1ccn(C2OC(CO)C(O)C2(F)F)c(=O)n1. Drug 2: O=C(O)C1(Cc2cccc(Nc3nccs3)n2)CCC(Oc2cccc(Cl)c2F)CC1. Cell line: CAOV3. Synergy scores: synergy=0.325. (6) Drug 1: CC(=O)OC1C(=O)C2(C)C(O)CC3OCC3(OC(C)=O)C2C(OC(=O)c2ccccc2)C2(O)CC(OC(=O)C(O)C(NC(=O)c3ccccc3)c3ccccc3)C(C)=C1C2(C)C. Drug 2: O=C(NOCC(O)CO)c1ccc(F)c(F)c1Nc1ccc(I)cc1F. Cell line: UWB1289. Synergy scores: synergy=-2.53. (7) Drug 1: O=c1[nH]cc(F)c(=O)[nH]1. Drug 2: CS(=O)(=O)CCNCc1ccc(-c2ccc3ncnc(Nc4ccc(OCc5cccc(F)c5)c(Cl)c4)c3c2)o1. Cell line: OVCAR3. Synergy scores: synergy=18.0.